From a dataset of Forward reaction prediction with 1.9M reactions from USPTO patents (1976-2016). Predict the product of the given reaction. Given the reactants [C:1]1([OH:12])([C:6]2(O)[CH2:10][CH2:9][CH2:8][CH2:7]2)[CH2:5][CH2:4][CH2:3][CH2:2]1.COC(OC)OC.B(F)(F)F.CCOCC, predict the reaction product. The product is: [CH2:7]1[C:6]2([CH2:2][CH2:3][CH2:4][CH2:5][C:1]2=[O:12])[CH2:10][CH2:9][CH2:8]1.